Task: Predict the product of the given reaction.. Dataset: Forward reaction prediction with 1.9M reactions from USPTO patents (1976-2016) (1) Given the reactants [Cl:1][C:2]1[C:6]2[CH:7]=[C:8]([S:11](Cl)(=[O:13])=[O:12])[CH:9]=[CH:10][C:5]=2[S:4][N:3]=1.C(N(C(C)C)CC)(C)C.[CH3:24][O:25][C:26]1[CH:33]=[CH:32][C:29]([CH2:30][NH2:31])=[CH:28][CH:27]=1, predict the reaction product. The product is: [Cl:1][C:2]1[C:6]2[CH:7]=[C:8]([S:11]([NH:31][CH2:30][C:29]3[CH:32]=[CH:33][C:26]([O:25][CH3:24])=[CH:27][CH:28]=3)(=[O:13])=[O:12])[CH:9]=[CH:10][C:5]=2[S:4][N:3]=1. (2) Given the reactants [C:1]([O:5][C:6]([N:8]1[CH2:13][CH2:12][CH:11]([C:14]2[S:15][C:16]([CH3:21])=[C:17]([CH2:19][OH:20])[N:18]=2)[CH2:10][CH2:9]1)=[O:7])([CH3:4])([CH3:3])[CH3:2].[CH3:22][S:23]([C:26]1[CH:31]=[CH:30][C:29](O)=[CH:28][CH:27]=1)(=[O:25])=[O:24].C1C=CC(P(C2C=CC=CC=2)C2C=CC=CC=2)=CC=1.CCOC(/N=N/C(OCC)=O)=O, predict the reaction product. The product is: [C:1]([O:5][C:6]([N:8]1[CH2:9][CH2:10][CH:11]([C:14]2[S:15][C:16]([CH3:21])=[C:17]([CH2:19][O:20][C:29]3[CH:30]=[CH:31][C:26]([S:23]([CH3:22])(=[O:25])=[O:24])=[CH:27][CH:28]=3)[N:18]=2)[CH2:12][CH2:13]1)=[O:7])([CH3:4])([CH3:3])[CH3:2]. (3) Given the reactants [CH2:1]([O:3][C:4](=[O:35])[CH:5]=[C:6]([N:13]1[C:21]2[C:16](=[CH:17][C:18]([CH2:22][CH2:23][CH2:24][C:25]3[CH:34]=[CH:33][C:32]4[C:27](=[N:28][CH:29]=[CH:30][CH:31]=4)[N:26]=3)=[CH:19][CH:20]=2)[CH:15]=[CH:14]1)[C:7]1[CH:12]=[CH:11][CH:10]=[CH:9][CH:8]=1)[CH3:2], predict the reaction product. The product is: [CH2:1]([O:3][C:4](=[O:35])[CH2:5][CH:6]([C:7]1[CH:12]=[CH:11][CH:10]=[CH:9][CH:8]=1)[N:13]1[C:21]2[C:16](=[CH:17][C:18]([CH2:22][CH2:23][CH2:24][C:25]3[CH:34]=[CH:33][C:32]4[CH2:31][CH2:30][CH2:29][NH:28][C:27]=4[N:26]=3)=[CH:19][CH:20]=2)[CH:15]=[CH:14]1)[CH3:2].